From a dataset of Tox21: 12 toxicity assays (nuclear receptors and stress response pathways). Binary classification across 12 toxicity assays. (1) The drug is N#CSCSC#N. It tested positive (active) for: NR-ER-LBD (Estrogen Receptor Ligand Binding Domain agonist), NR-PPAR-gamma (PPAR-gamma nuclear receptor agonist), SR-ATAD5 (ATAD5 genotoxicity (DNA damage)), SR-HSE (Heat Shock Element response), and SR-p53 (p53 tumor suppressor activation). (2) The drug is O=[N+]([O-])c1cccc(CCl)c1. It tested positive (active) for: SR-ARE (Antioxidant Response Element (oxidative stress)). (3) The molecule is CC(C)[C@@H](C)/C=C/[C@@H](C)[C@H]1CC[C@H]2/C(=C/C=C3\C[C@@H](O)CC[C@@H]3C)CCC[C@@]21C. It tested positive (active) for: SR-MMP (Mitochondrial Membrane Potential disruption).